From a dataset of Full USPTO retrosynthesis dataset with 1.9M reactions from patents (1976-2016). Predict the reactants needed to synthesize the given product. (1) Given the product [F:17][C:13]1[CH:14]=[CH:15][CH:16]=[C:9]2[C:10]=1[CH:11]=[C:3]([C:4](=[O:6])[CH3:5])[C:2]([CH3:1])=[N:8]2, predict the reactants needed to synthesize it. The reactants are: [CH3:1][C:2](=O)[CH2:3][C:4](=[O:6])[CH3:5].[NH2:8][C:9]1[CH:16]=[CH:15][CH:14]=[C:13]([F:17])[C:10]=1[CH:11]=O.Cl.[OH-].[Na+]. (2) Given the product [NH2:1][C:2]1[S:3][C:4]([C:17]2([OH:21])[CH2:20][CH2:19][CH2:18]2)=[CH:5][N:6]=1, predict the reactants needed to synthesize it. The reactants are: [NH2:1][C:2]1[S:3][CH:4]=[CH:5][N:6]=1.[Li]CCCC.Cl[Si](C)(C)C.[C:17]1(=[O:21])[CH2:20][CH2:19][CH2:18]1. (3) The reactants are: [NH:1]1[CH:5]=[C:4]([C:6]([OH:8])=O)[N:3]=[CH:2]1.[NH2:9][C:10]1[C:15]([Cl:16])=[CH:14][C:13]([OH:17])=[C:12]([O:18][C:19]2[CH:24]=[CH:23][C:22]([Cl:25])=[CH:21][C:20]=2[Cl:26])[CH:11]=1.Cl.CN(C)CCCN=C=NCC.O.ON1C2C=CC=CC=2N=N1.C(N(CC)CC)C. Given the product [Cl:16][C:15]1[CH:14]=[C:13]([OH:17])[C:12]([O:18][C:19]2[CH:24]=[CH:23][C:22]([Cl:25])=[CH:21][C:20]=2[Cl:26])=[CH:11][C:10]=1[NH:9][C:6]([C:4]1[N:3]=[CH:2][NH:1][CH:5]=1)=[O:8], predict the reactants needed to synthesize it. (4) The reactants are: [C:1](/[C:3](/[CH3:11])=[C:4](\[O-])/[C:5]([O:7][CH2:8][CH3:9])=[O:6])#[N:2].[K+].FC(F)(F)C(O)=O.Cl.Cl.[CH2:22]([O:24][C:25]1[CH:33]=[C:32]([F:34])[C:28]([CH2:29][NH:30][NH2:31])=[C:27]([F:35])[CH:26]=1)[CH3:23]. Given the product [NH2:2][C:1]1[N:30]([CH2:29][C:28]2[C:27]([F:35])=[CH:26][C:25]([O:24][CH2:22][CH3:23])=[CH:33][C:32]=2[F:34])[N:31]=[C:4]([C:5]([O:7][CH2:8][CH3:9])=[O:6])[C:3]=1[CH3:11], predict the reactants needed to synthesize it. (5) Given the product [Cl:1][C:2]1[CH:7]=[C:6]([NH:8][CH:9]2[CH2:10][CH2:11]2)[N:5]2[N:12]=[CH:13][C:14]([CH:15]=[C:23]3[NH:17][C:18](=[O:19])[NH:20][C:21]3=[O:22])=[C:4]2[N:3]=1, predict the reactants needed to synthesize it. The reactants are: [Cl:1][C:2]1[CH:7]=[C:6]([NH:8][CH:9]2[CH2:11][CH2:10]2)[N:5]2[N:12]=[CH:13][C:14]([CH:15]=O)=[C:4]2[N:3]=1.[NH:17]1[CH2:23][C:21](=[O:22])[NH:20][C:18]1=[O:19].N1CCCC1.